Dataset: Peptide-MHC class I binding affinity with 185,985 pairs from IEDB/IMGT. Task: Regression. Given a peptide amino acid sequence and an MHC pseudo amino acid sequence, predict their binding affinity value. This is MHC class I binding data. (1) The peptide sequence is ITLKIIETY. The MHC is HLA-A11:01 with pseudo-sequence HLA-A11:01. The binding affinity (normalized) is 0. (2) The peptide sequence is MYIFFASFYY. The MHC is HLA-A29:02 with pseudo-sequence HLA-A29:02. The binding affinity (normalized) is 1.00. (3) The peptide sequence is RRDNRGGF. The MHC is HLA-B27:05 with pseudo-sequence HLA-B27:05. The binding affinity (normalized) is 0.463. (4) The peptide sequence is SLVTTISSL. The MHC is HLA-B15:03 with pseudo-sequence HLA-B15:03. The binding affinity (normalized) is 0.548. (5) The peptide sequence is LMRGVKWLK. The MHC is HLA-A30:01 with pseudo-sequence HLA-A30:01. The binding affinity (normalized) is 0.936. (6) The peptide sequence is VLTDFKTWL. The MHC is HLA-A68:02 with pseudo-sequence HLA-A68:02. The binding affinity (normalized) is 0.284. (7) The peptide sequence is KLLARFLFE. The MHC is HLA-A02:11 with pseudo-sequence HLA-A02:11. The binding affinity (normalized) is 0.0847. (8) The peptide sequence is KSDGTGTIY. The MHC is SLA-10401 with pseudo-sequence SLA-10401. The binding affinity (normalized) is 0.597. (9) The peptide sequence is EFIYWDWLY. The MHC is HLA-B40:01 with pseudo-sequence HLA-B40:01. The binding affinity (normalized) is 0.0847.